From a dataset of Peptide-MHC class II binding affinity with 134,281 pairs from IEDB. Regression. Given a peptide amino acid sequence and an MHC pseudo amino acid sequence, predict their binding affinity value. This is MHC class II binding data. (1) The peptide sequence is KNKVNLLTHSINALI. The MHC is H-2-IAb with pseudo-sequence H-2-IAb. The binding affinity (normalized) is 0.359. (2) The binding affinity (normalized) is 0.320. The MHC is HLA-DQA10102-DQB10602 with pseudo-sequence HLA-DQA10102-DQB10602. The peptide sequence is VVLGLATSPTAEGGK.